From a dataset of Reaction yield outcomes from USPTO patents with 853,638 reactions. Predict the reaction yield, written as a fraction of the theoretical maximum amount of product (1.0 means a 100% yield; for example, 0.34 means a 34% yield). The reactants are [CH2:1]([N:3]1[C:7]2[CH:8]=[C:9]([C:15]([O:17][CH3:18])=[O:16])[CH:10]=[C:11]([N+:12]([O-])=O)[C:6]=2[N:5]=[CH:4]1)[CH3:2]. The catalyst is CO.O.[Pd]. The product is [NH2:12][C:11]1[C:6]2[N:5]=[CH:4][N:3]([CH2:1][CH3:2])[C:7]=2[CH:8]=[C:9]([C:15]([O:17][CH3:18])=[O:16])[CH:10]=1. The yield is 0.810.